Dataset: Reaction yield outcomes from USPTO patents with 853,638 reactions. Task: Predict the reaction yield, written as a fraction of the theoretical maximum amount of product (1.0 means a 100% yield; for example, 0.34 means a 34% yield). (1) The reactants are [CH3:1][N:2]1[C:6]([Sn](CCCC)(CCCC)CCCC)=[C:5]([CH3:20])[N:4]=[N:3]1.Br[C:22]1[CH:34]=[N:33][C:32]2[C:31]3[C:30]([F:35])=[CH:29][C:28]([C:36]([O:38][CH3:39])=[O:37])=[CH:27][C:26]=3[NH:25][C:24]=2[CH:23]=1.C(N(CC)CC)C. The catalyst is CN(C=O)C.O.[Cu]I.C1C=CC([P]([Pd]([P](C2C=CC=CC=2)(C2C=CC=CC=2)C2C=CC=CC=2)([P](C2C=CC=CC=2)(C2C=CC=CC=2)C2C=CC=CC=2)[P](C2C=CC=CC=2)(C2C=CC=CC=2)C2C=CC=CC=2)(C2C=CC=CC=2)C2C=CC=CC=2)=CC=1. The product is [CH3:1][N:2]1[C:6]([C:22]2[CH:34]=[N:33][C:32]3[C:31]4[C:30]([F:35])=[CH:29][C:28]([C:36]([O:38][CH3:39])=[O:37])=[CH:27][C:26]=4[NH:25][C:24]=3[CH:23]=2)=[C:5]([CH3:20])[N:4]=[N:3]1. The yield is 0.301. (2) The reactants are [CH3:1][O:2][C:3]1[CH:4]=[C:5]2[C:10](=[CH:11][C:12]=1[O:13][CH2:14][C@H:15]1[CH2:17][O:16]1)[N:9]=[CH:8][N:7]=[C:6]2[O:18][C:19]1[CH:20]=[C:21]2[C:25](=[CH:26][CH:27]=1)[NH:24][CH:23]=[C:22]2[CH3:28].[NH2:29][CH2:30][CH2:31][CH2:32][N:33]1[CH2:38][CH2:37][N:36]([CH3:39])[CH2:35][CH2:34]1. The catalyst is CN(C=O)C. The product is [OH:16][C@H:15]([CH2:17][NH:29][CH2:30][CH2:31][CH2:32][N:33]1[CH2:34][CH2:35][N:36]([CH3:39])[CH2:37][CH2:38]1)[CH2:14][O:13][C:12]1[CH:11]=[C:10]2[C:5]([C:6]([O:18][C:19]3[CH:20]=[C:21]4[C:25](=[CH:26][CH:27]=3)[NH:24][CH:23]=[C:22]4[CH3:28])=[N:7][CH:8]=[N:9]2)=[CH:4][C:3]=1[O:2][CH3:1]. The yield is 0.310. (3) The reactants are CC(OC(/N=N/C(OC(C)C)=O)=O)C.[CH2:15]([C@H:22]1[C@@H:26]([C@H:27]2[CH2:31][C@H:30]([OH:32])[CH2:29][N:28]2[C:33]([O:35][C:36]([CH3:39])([CH3:38])[CH3:37])=[O:34])[O:25][C:24](=[O:40])[NH:23]1)[C:16]1[CH:21]=[CH:20][CH:19]=[CH:18][CH:17]=1.[C:41]1(O)[CH:46]=[CH:45][CH:44]=[CH:43][CH:42]=1. The catalyst is C1COCC1. The product is [CH2:15]([C@H:22]1[C@@H:26]([C@H:27]2[CH2:31][C@@H:30]([O:32][C:41]3[CH:46]=[CH:45][CH:44]=[CH:43][CH:42]=3)[CH2:29][N:28]2[C:33]([O:35][C:36]([CH3:37])([CH3:39])[CH3:38])=[O:34])[O:25][C:24](=[O:40])[NH:23]1)[C:16]1[CH:21]=[CH:20][CH:19]=[CH:18][CH:17]=1. The yield is 0.230.